This data is from Full USPTO retrosynthesis dataset with 1.9M reactions from patents (1976-2016). The task is: Predict the reactants needed to synthesize the given product. (1) Given the product [Br:31][C:28]1[CH:29]=[CH:30][C:25]([N:8]2[CH2:7][CH2:6][N:5]([C:9]([O:11][C:12]([CH3:13])([CH3:14])[CH3:15])=[O:10])[CH2:4][CH:3]2[C:2]([F:1])([F:16])[F:17])=[N:26][CH:27]=1, predict the reactants needed to synthesize it. The reactants are: [F:1][C:2]([F:17])([F:16])[CH:3]1[NH:8][CH2:7][CH2:6][N:5]([C:9]([O:11][C:12]([CH3:15])([CH3:14])[CH3:13])=[O:10])[CH2:4]1.CC(C)([O-])C.[Na+].Br[C:25]1[CH:30]=[CH:29][C:28]([Br:31])=[CH:27][N:26]=1.C1(P(C2C=CC=CC=2)C2C3OC4C(=CC=CC=4P(C4C=CC=CC=4)C4C=CC=CC=4)C(C)(C)C=3C=CC=2)C=CC=CC=1. (2) Given the product [Br:22][CH2:23][C:24]([NH:1][C:2]1[CH:10]=[C:9]2[C:5](=[CH:4][CH:3]=1)[CH2:6][O:7][C:8]2=[C:11]1[C:19]2[C:14](=[CH:15][CH:16]=[C:17]([Cl:20])[CH:18]=2)[NH:13][C:12]1=[O:21])=[O:25], predict the reactants needed to synthesize it. The reactants are: [NH2:1][C:2]1[CH:10]=[C:9]2[C:5]([CH2:6][O:7][C:8]2=[C:11]2[C:19]3[C:14](=[CH:15][CH:16]=[C:17]([Cl:20])[CH:18]=3)[NH:13][C:12]2=[O:21])=[CH:4][CH:3]=1.[Br:22][CH2:23][C:24](O[C:24](=[O:25])[CH2:23][Br:22])=[O:25].O. (3) Given the product [Cl:1][C:2]1[CH:3]=[CH:4][C:5]([CH3:40])=[C:6]([N:8]2[C:15](=[O:16])[C:14]3[N:13]=[C:12]([C:17]4[CH:18]=[C:19]([CH2:25][C:26]([NH:43][CH3:42])=[O:28])[CH:20]=[N:21][C:22]=4[O:23][CH3:24])[N:11]([CH:29]([CH3:31])[CH3:30])[C:10]=3[CH:9]2[C:32]2[CH:33]=[CH:34][C:35]([C:38]#[N:39])=[CH:36][CH:37]=2)[CH:7]=1, predict the reactants needed to synthesize it. The reactants are: [Cl:1][C:2]1[CH:3]=[CH:4][C:5]([CH3:40])=[C:6]([N:8]2[C:15](=[O:16])[C:14]3[N:13]=[C:12]([C:17]4[CH:18]=[C:19]([CH2:25][C:26]([OH:28])=O)[CH:20]=[N:21][C:22]=4[O:23][CH3:24])[N:11]([CH:29]([CH3:31])[CH3:30])[C:10]=3[CH:9]2[C:32]2[CH:37]=[CH:36][C:35]([C:38]#[N:39])=[CH:34][CH:33]=2)[CH:7]=1.Cl.[CH3:42][NH2:43]. (4) Given the product [CH:4]1([C@@H:10]([NH:12][C:13]([C:15]2[C:24]3[C:19](=[CH:20][CH:21]=[CH:22][CH:23]=3)[N:18]=[C:17]([C:25]3[CH:26]=[CH:27][CH:28]=[CH:29][CH:30]=3)[C:16]=2[CH2:31][N:32]2[CH2:37][CH2:36][N:35]([C:38](=[O:41])[CH2:39][CH2:40][NH:3][CH2:1][CH3:2])[CH2:34][CH2:33]2)=[O:14])[CH3:11])[CH2:9][CH2:8][CH2:7][CH2:6][CH2:5]1, predict the reactants needed to synthesize it. The reactants are: [CH2:1]([NH2:3])[CH3:2].[CH:4]1([C@@H:10]([NH:12][C:13]([C:15]2[C:24]3[C:19](=[CH:20][CH:21]=[CH:22][CH:23]=3)[N:18]=[C:17]([C:25]3[CH:30]=[CH:29][CH:28]=[CH:27][CH:26]=3)[C:16]=2[CH2:31][N:32]2[CH2:37][CH2:36][N:35]([C:38](=[O:41])[CH:39]=[CH2:40])[CH2:34][CH2:33]2)=[O:14])[CH3:11])[CH2:9][CH2:8][CH2:7][CH2:6][CH2:5]1.